Dataset: Full USPTO retrosynthesis dataset with 1.9M reactions from patents (1976-2016). Task: Predict the reactants needed to synthesize the given product. Given the product [CH3:17][CH:18]1[CH2:23][CH2:22][CH:21]([CH2:24][C:25]([N:12]2[CH2:11][CH2:10][N:9]([C:4]3[C:3]([C:2]([F:1])([F:15])[F:16])=[CH:8][CH:7]=[CH:6][N:5]=3)[CH2:14][CH2:13]2)=[O:26])[CH2:20][CH2:19]1, predict the reactants needed to synthesize it. The reactants are: [F:1][C:2]([F:16])([F:15])[C:3]1[C:4]([N:9]2[CH2:14][CH2:13][NH:12][CH2:11][CH2:10]2)=[N:5][CH:6]=[CH:7][CH:8]=1.[CH3:17][CH:18]1[CH2:23][CH2:22][CH:21]([CH2:24][C:25](O)=[O:26])[CH2:20][CH2:19]1.F[P-](F)(F)(F)(F)F.N1(O[P+](N(C)C)(N(C)C)N(C)C)C2C=CC=CC=2N=N1.